This data is from Forward reaction prediction with 1.9M reactions from USPTO patents (1976-2016). The task is: Predict the product of the given reaction. (1) Given the reactants C([Li])CCC.[Br-].[F:7][C:8]1[CH:9]=[CH:10][C:11]([OH:34])=[C:12]([CH:33]=1)[CH2:13][P+](C1C=CC=CC=1)(C1C=CC=CC=1)C1C=CC=CC=1.[CH:35]([CH:37]([CH2:50][CH2:51][C:52]1[CH:61]=[CH:60][C:55]([C:56]([O:58][CH3:59])=[O:57])=[CH:54][CH:53]=1)[CH2:38][CH2:39][C:40]1[CH:49]=[CH:48][C:43]([C:44]([O:46][CH3:47])=[O:45])=[CH:42][CH:41]=1)=O.[Cl-].[NH4+], predict the reaction product. The product is: [F:7][C:8]1[CH:9]=[CH:10][C:11]([OH:34])=[C:12](/[CH:13]=[CH:35]/[CH:37]([CH2:38][CH2:39][C:40]2[CH:41]=[CH:42][C:43]([C:44]([O:46][CH3:47])=[O:45])=[CH:48][CH:49]=2)[CH2:50][CH2:51][C:52]2[CH:61]=[CH:60][C:55]([C:56]([O:58][CH3:59])=[O:57])=[CH:54][CH:53]=2)[CH:33]=1. (2) Given the reactants [NH2:1][C:2]1[CH:7]=[CH:6][CH:5]=[CH:4][C:3]=1[N:8]1[C:16]2[C:11](=[CH:12][C:13]([NH:17][C:18]3[CH:27]=[CH:26][C:25]([Cl:28])=[CH:24][C:19]=3[C:20]([O:22][CH3:23])=[O:21])=[CH:14][CH:15]=2)[CH:10]=[CH:9]1.N1C=CC=CC=1.C(=O)(O)[O-].[Na+].[C:40](OCC)(=[O:42])[CH3:41], predict the reaction product. The product is: [C:40]([NH:1][C:2]1[CH:7]=[CH:6][CH:5]=[CH:4][C:3]=1[N:8]1[C:16]2[C:11](=[CH:12][C:13]([NH:17][C:18]3[CH:27]=[CH:26][C:25]([Cl:28])=[CH:24][C:19]=3[C:20]([O:22][CH3:23])=[O:21])=[CH:14][CH:15]=2)[CH:10]=[CH:9]1)(=[O:42])[CH3:41]. (3) Given the reactants [Cl:1][C:2]1=[N:3][C:4]2[CH:16]=[C:15]([C:17](Cl)=[O:18])[CH:14]=[CH:13][C:5]=2[S:6][C:7]2[CH:12]=[CH:11][CH:10]=[CH:9][C:8]1=2.C(N(CC)CC)C.[CH3:27][C:28]1[CH:29]=[C:30]([CH2:33][NH2:34])[S:31][CH:32]=1, predict the reaction product. The product is: [Cl:1][C:2]1=[N:3][C:4]2[CH:16]=[C:15]([C:17]([NH:34][CH2:33][C:30]3[S:31][CH:32]=[C:28]([CH3:27])[CH:29]=3)=[O:18])[CH:14]=[CH:13][C:5]=2[S:6][C:7]2[CH:12]=[CH:11][CH:10]=[CH:9][C:8]1=2. (4) Given the reactants [Cl:1][C:2]1(C2C=CC=C(C(=O)NC)C=2)[CH:7]=[CH:6][C:5]([N:8]([C:12]2[CH:17]=[CH:16][CH:15]=[CH:14][C:13]=2[C:18]([F:21])([F:20])[F:19])[C:9](=[O:11])[NH2:10])=[C:4](NC(O)=O)[CH2:3]1.[CH3:36][NH:37][C:38]([C:40]1[CH:41]=[C:42]([CH:44]=[CH:45][CH:46]=1)[NH2:43])=[O:39].C1C=CC2N(O)N=NC=2C=1.O.CN1CC[O:62][CH2:61]C1.CCN=C=NCCCN(C)C.Cl.Cl, predict the reaction product. The product is: [Cl:1][C:2]1([C:61](=[O:62])[NH:43][C:42]2[CH:44]=[CH:45][CH:46]=[C:40]([C:38](=[O:39])[NH:37][CH3:36])[CH:41]=2)[CH:7]=[CH:6][C:5]([N:8]([C:12]2[CH:17]=[CH:16][CH:15]=[CH:14][C:13]=2[C:18]([F:19])([F:21])[F:20])[C:9](=[O:11])[NH2:10])=[CH:4][CH2:3]1. (5) Given the reactants [N:1]1[CH:6]=[C:5]([C:7]([NH:9][C:10]2([C:13]([OH:15])=O)[CH2:12][CH2:11]2)=[O:8])[CH:4]=[N:3][CH:2]=1.[NH2:16][CH2:17][C:18]1[N:23]=[CH:22][C:21]([NH:24][C:25]2[CH:30]=[CH:29][C:28]([F:31])=[CH:27][C:26]=2[Cl:32])=[CH:20][CH:19]=1.CN(C(ON1N=NC2C=CC=CC1=2)=[N+](C)C)C.[B-](F)(F)(F)F.C(N(C(C)C)CC)(C)C, predict the reaction product. The product is: [Cl:32][C:26]1[CH:27]=[C:28]([F:31])[CH:29]=[CH:30][C:25]=1[NH:24][C:21]1[CH:20]=[CH:19][C:18]([CH2:17][NH:16][C:13]([C:10]2([NH:9][C:7]([C:5]3[CH:4]=[N:3][CH:2]=[N:1][CH:6]=3)=[O:8])[CH2:11][CH2:12]2)=[O:15])=[N:23][CH:22]=1. (6) Given the reactants [NH2:1][NH2:2].O.[CH2:4]([O:6][C:7](=[O:19])[C:8](=O)[CH2:9][C:10](=O)[C:11]1[CH:16]=[CH:15][CH:14]=[CH:13][CH:12]=1)C, predict the reaction product. The product is: [CH3:4][O:6][C:7]([C:8]1[CH:9]=[C:10]([C:11]2[CH:16]=[CH:15][CH:14]=[CH:13][CH:12]=2)[NH:2][N:1]=1)=[O:19]. (7) Given the reactants [Br:1][C:2]1[CH:3]=[C:4]([N+]([O-])=O)[C:5]([C:8]#[N:9])=[N:6][CH:7]=1.[F-:13].C([N+](CCCC)(CCCC)CCCC)CCC.O1CCCC1, predict the reaction product. The product is: [Br:1][C:2]1[CH:3]=[C:4]([F:13])[C:5]([C:8]#[N:9])=[N:6][CH:7]=1. (8) Given the reactants ClC1C=CC2N(C3C[O:13][CH2:12]3)C(CCl)=NC=2C=1.[Cl:17][C:18]1[CH:47]=[CH:46][C:21]2[N:22]([C@@H:39]3[CH2:43][CH2:42]S(=O)(=O)C3)[C:23]([CH2:25][N:26]3[C:30]4=[CH:31][N:32]=[CH:33][CH:34]=[C:29]4[C:28]([S:35]([CH3:38])(=[O:37])=[O:36])=[N:27]3)=[N:24][C:20]=2[CH:19]=1.CS(C1C2C(=CN=CC=2)NN=1)(=O)=O, predict the reaction product. The product is: [Cl:17][C:18]1[CH:47]=[CH:46][C:21]2[N:22]([CH2:39][CH:43]3[CH2:12][O:13][CH2:42]3)[C:23]([CH2:25][N:26]3[C:30]4=[CH:31][N:32]=[CH:33][CH:34]=[C:29]4[C:28]([S:35]([CH3:38])(=[O:37])=[O:36])=[N:27]3)=[N:24][C:20]=2[CH:19]=1.